From a dataset of Forward reaction prediction with 1.9M reactions from USPTO patents (1976-2016). Predict the product of the given reaction. (1) The product is: [Br-:20].[CH3:27][Si:26]([CH3:29])([CH3:28])[C:25]#[C:24]/[CH:23]=[CH:22]/[CH2:21][P+:7]([C:1]1[CH:2]=[CH:3][CH:4]=[CH:5][CH:6]=1)([C:8]1[CH:13]=[CH:12][CH:11]=[CH:10][CH:9]=1)[C:14]1[CH:15]=[CH:16][CH:17]=[CH:18][CH:19]=1. Given the reactants [C:1]1([P:7]([C:14]2[CH:19]=[CH:18][CH:17]=[CH:16][CH:15]=2)[C:8]2[CH:13]=[CH:12][CH:11]=[CH:10][CH:9]=2)[CH:6]=[CH:5][CH:4]=[CH:3][CH:2]=1.[Br:20][CH2:21][CH:22]=[CH:23][C:24]#[C:25][Si:26]([CH3:29])([CH3:28])[CH3:27], predict the reaction product. (2) Given the reactants [OH:1][C:2]1[CH:3]=[N:4][C:5]2[C:10]([C:11]=1[C:12]([O:14][CH3:15])=[O:13])=[CH:9][CH:8]=[CH:7][CH:6]=2.CC1C=CC(S(O[CH2:27][C:28]([F:31])([F:30])[F:29])(=O)=O)=CC=1.C([O-])([O-])=O.[K+].[K+], predict the reaction product. The product is: [F:29][C:28]([F:31])([F:30])[CH2:27][O:1][C:2]1[CH:3]=[N:4][C:5]2[C:10]([C:11]=1[C:12]([O:14][CH3:15])=[O:13])=[CH:9][CH:8]=[CH:7][CH:6]=2. (3) Given the reactants Cl.[Br:2][C:3]1[CH:4]=[C:5]([O:9]N)[CH:6]=[CH:7][CH:8]=1.S(=O)(=O)(O)O.O=[C:17]1[CH2:22][CH2:21][N:20]([C:23]([O:25][C:26]([CH3:29])([CH3:28])[CH3:27])=[O:24])[CH2:19][CH2:18]1.[OH-].[Na+].C([O-])([O-])=O.[K+].[K+].CC(OC(OC(OC(C)(C)C)=O)=O)(C)C, predict the reaction product. The product is: [Br:2][C:3]1[CH:8]=[CH:7][C:6]2[C:18]3[CH2:19][N:20]([C:23]([O:25][C:26]([CH3:29])([CH3:28])[CH3:27])=[O:24])[CH2:21][CH2:22][C:17]=3[O:9][C:5]=2[CH:4]=1. (4) Given the reactants [N+:1]([C:4]1[CH:12]=[C:11]2[C:7]([CH2:8][CH2:9][NH:10]2)=[CH:6][CH:5]=1)([O-])=O.[C:13](O[C:13]([O:15][C:16]([CH3:19])([CH3:18])[CH3:17])=[O:14])([O:15][C:16]([CH3:19])([CH3:18])[CH3:17])=[O:14].N(N)(C)C.C, predict the reaction product. The product is: [C:16]([O:15][C:13]([N:10]1[C:11]2[C:7](=[CH:6][CH:5]=[C:4]([NH2:1])[CH:12]=2)[CH2:8][CH2:9]1)=[O:14])([CH3:19])([CH3:18])[CH3:17]. (5) Given the reactants [O:1]=[C:2]1[NH:6][CH2:5][CH2:4][N:3]1[CH2:7][CH2:8][O:9][C:10]1[CH:17]=[CH:16][CH:15]=[CH:14][C:11]=1[CH:12]=O.[NH2:18][OH:19], predict the reaction product. The product is: [O:1]=[C:2]1[NH:6][CH2:5][CH2:4][N:3]1[CH2:7][CH2:8][O:9][C:10]1[CH:17]=[CH:16][CH:15]=[CH:14][C:11]=1[CH:12]=[N:18][OH:19]. (6) Given the reactants [F:1][C:2]1[C:3]([C:8]#[N:9])=[N:4][CH:5]=[CH:6][CH:7]=1, predict the reaction product. The product is: [F:1][C:2]1[C:3]([CH2:8][NH2:9])=[N:4][CH:5]=[CH:6][CH:7]=1. (7) Given the reactants [NH2:1][C:2]1[C:10]2[C:5](=[CH:6][CH:7]=[C:8]([N+:11]([O-])=O)[CH:9]=2)[N:4]([C:14]2[CH:19]=[CH:18][C:17]([O:20][C:21]3[CH:26]=[CH:25][CH:24]=[CH:23][CH:22]=3)=[CH:16][CH:15]=2)[C:3]=1[C:27]([NH2:29])=[O:28], predict the reaction product. The product is: [NH2:1][C:2]1[C:10]2[C:5](=[CH:6][CH:7]=[C:8]([NH2:11])[CH:9]=2)[N:4]([C:14]2[CH:15]=[CH:16][C:17]([O:20][C:21]3[CH:26]=[CH:25][CH:24]=[CH:23][CH:22]=3)=[CH:18][CH:19]=2)[C:3]=1[C:27]([NH2:29])=[O:28]. (8) Given the reactants [Cl:1][C:2]1[CH:3]=[C:4]([C:12]2[S:13][C:14]([C:17]3[C:18]([CH2:25][CH3:26])=[C:19]([CH:22]=[CH:23][CH:24]=3)[CH:20]=O)=[CH:15][N:16]=2)[CH:5]=[CH:6][C:7]=1[O:8][CH:9]([CH3:11])[CH3:10].C(O)(=O)C.C([O-])(=O)C.[Na+].[NH:36]1[CH2:41][CH2:40][CH:39]([C:42]([O:44][CH2:45][CH3:46])=[O:43])[CH2:38][CH2:37]1, predict the reaction product. The product is: [Cl:1][C:2]1[CH:3]=[C:4]([C:12]2[S:13][C:14]([C:17]3[C:18]([CH2:25][CH3:26])=[C:19]([CH2:20][N:36]4[CH2:41][CH2:40][CH:39]([C:42]([O:44][CH2:45][CH3:46])=[O:43])[CH2:38][CH2:37]4)[CH:22]=[CH:23][CH:24]=3)=[CH:15][N:16]=2)[CH:5]=[CH:6][C:7]=1[O:8][CH:9]([CH3:11])[CH3:10]. (9) Given the reactants [CH3:1][N:2]([CH2:4][CH2:5][CH2:6][CH2:7][CH2:8][CH2:9][CH2:10][CH2:11][CH2:12][CH3:13])[CH3:3].[CH3:14][C:15]1[CH:20]=[CH:19][C:18]([S:21]([O:24]CCOC)(=[O:23])=[O:22])=[CH:17][CH:16]=1.O1[CH2:34][CH2:33][O:32][CH2:31]C1, predict the reaction product. The product is: [CH3:14][C:15]1[CH:16]=[CH:17][C:18]([S:21]([O-:24])(=[O:23])=[O:22])=[CH:19][CH:20]=1.[CH3:31][O:32][CH2:33][CH2:34][N+:2]([CH3:1])([CH3:3])[CH2:4][CH2:5][CH2:6][CH2:7][CH2:8][CH2:9][CH2:10][CH2:11][CH2:12][CH3:13]. (10) Given the reactants [CH3:1][NH:2][CH3:3].[Br:4][C:5]1[CH:12]=[CH:11][C:8]([CH2:9]Br)=[CH:7][CH:6]=1, predict the reaction product. The product is: [CH3:1][N:2]([CH2:9][C:8]1[CH:11]=[CH:12][C:5]([Br:4])=[CH:6][CH:7]=1)[CH3:3].